Dataset: Full USPTO retrosynthesis dataset with 1.9M reactions from patents (1976-2016). Task: Predict the reactants needed to synthesize the given product. (1) The reactants are: C(N(CC)CC)C.[C:8](Cl)(=[O:11])[O:9][CH3:10].[NH2:13][CH2:14][C@@H:15]1[C@@H:20]([C:21]2[CH:26]=[CH:25][CH:24]=[CH:23][C:22]=2[CH3:27])[CH2:19][CH2:18][N:17]([CH2:28][C:29]2[CH:34]=[CH:33][CH:32]=[CH:31][CH:30]=2)[CH2:16]1.[OH-].[Na+]. Given the product [CH2:28]([N:17]1[CH2:18][CH2:19][C@H:20]([C:21]2[CH:26]=[CH:25][CH:24]=[CH:23][C:22]=2[CH3:27])[C@@H:15]([CH2:14][NH:13][C:8](=[O:11])[O:9][CH3:10])[CH2:16]1)[C:29]1[CH:30]=[CH:31][CH:32]=[CH:33][CH:34]=1, predict the reactants needed to synthesize it. (2) Given the product [CH2:14]([N:4]([CH2:3][CH2:2][OH:1])[C:5]1[CH:13]=[CH:12][CH:11]=[CH:10][C:6]=1[C:7]([NH2:9])=[O:8])[C:15]1[CH:20]=[CH:19][CH:18]=[CH:17][CH:16]=1, predict the reactants needed to synthesize it. The reactants are: [OH:1][CH2:2][CH2:3][NH:4][C:5]1[CH:13]=[CH:12][CH:11]=[CH:10][C:6]=1[C:7]([NH2:9])=[O:8].[CH2:14](Br)[C:15]1[CH:20]=[CH:19][CH:18]=[CH:17][CH:16]=1.C(=O)([O-])[O-].[K+].[K+].[I-].[K+]. (3) Given the product [CH3:1][C:2]1[CH:3]=[C:4]([CH2:26][CH2:27][CH2:28][N:29]2[CH2:34][CH2:33][N:32]([CH3:35])[CH2:31][CH2:30]2)[CH:5]=[C:6]2[C:10]=1[C:9](=[O:11])[N:8]([CH2:12][C:13]1[CH:14]=[CH:15][C:16]([O:19][C:20]3[CH:25]=[CH:24][CH:23]=[CH:22][CH:21]=3)=[CH:17][CH:18]=1)[CH2:7]2, predict the reactants needed to synthesize it. The reactants are: [CH3:1][C:2]1[CH:3]=[C:4]([C:26]#[C:27][CH2:28][N:29]2[CH2:34][CH2:33][N:32]([CH3:35])[CH2:31][CH2:30]2)[CH:5]=[C:6]2[C:10]=1[C:9](=[O:11])[N:8]([CH2:12][C:13]1[CH:18]=[CH:17][C:16]([O:19][C:20]3[CH:25]=[CH:24][CH:23]=[CH:22][CH:21]=3)=[CH:15][CH:14]=1)[CH2:7]2.[H][H].C(Cl)(Cl)Cl.CO. (4) Given the product [C:1]([O:4][C@@H:5]1[C@@H:10]([O:11][C:12](=[O:14])[CH3:13])[C@H:9]([O:15][C:16](=[O:18])[CH3:17])[C@@H:8]([O:19]/[C:20](/[C:29]([O:31][CH2:32][CH3:33])=[O:30])=[CH:21]\[C:22]2[CH:27]=[CH:26][CH:25]=[CH:24][C:23]=2[Cl:39])[O:7][C@H:6]1[CH2:34][O:35][C:36](=[O:38])[CH3:37])(=[O:3])[CH3:2], predict the reactants needed to synthesize it. The reactants are: [C:1]([O:4][C@@H:5]1[C@@H:10]([O:11][C:12](=[O:14])[CH3:13])[C@H:9]([O:15][C:16](=[O:18])[CH3:17])[C@@H:8]([O:19]/[C:20](/[C:29]([O:31][CH2:32][CH3:33])=[O:30])=[CH:21]\[C:22]2[CH:27]=[CH:26][CH:25]=[CH:24][C:23]=2F)[O:7][C@H:6]1[CH2:34][O:35][C:36](=[O:38])[CH3:37])(=[O:3])[CH3:2].[Cl:39]C1C=CC=CC=1CC(=O)C(OCC)=O.[H-].[Na+].[Br-].C(O[C@@H]1[C@@H](OC(=O)C)[C@H](OC(=O)C)[C@@H](COC(=O)C)O[C@@H]1O)(=O)C. (5) Given the product [N+:5]([C:8]1[CH:9]=[CH:10][C:11]([N:14]2[CH2:19][CH2:18][N:17]([CH2:2][CH2:3][OH:4])[CH2:16][CH2:15]2)=[CH:12][CH:13]=1)([O-:7])=[O:6], predict the reactants needed to synthesize it. The reactants are: Br[CH2:2][CH2:3][OH:4].[N+:5]([C:8]1[CH:13]=[CH:12][C:11]([N:14]2[CH2:19][CH2:18][NH:17][CH2:16][CH2:15]2)=[CH:10][CH:9]=1)([O-:7])=[O:6].C([O-])([O-])=O.[K+].[K+].CCN(CC)CC. (6) Given the product [F:1][C:2]1[CH:38]=[C:37]([F:39])[CH:36]=[CH:35][C:3]=1[CH2:4][N:5]([CH2:26][CH2:27][CH2:28][CH2:29][CH2:30][CH2:31][CH2:32][CH2:33][CH3:34])[C:6](=[O:25])[CH2:7][O:8][C:9]1[CH:14]=[CH:13][C:12]([CH2:15][C@H:16]([O:22][CH2:23][CH3:24])[C:17]([OH:19])=[O:18])=[CH:11][CH:10]=1, predict the reactants needed to synthesize it. The reactants are: [F:1][C:2]1[CH:38]=[C:37]([F:39])[CH:36]=[CH:35][C:3]=1[CH2:4][N:5]([CH2:26][CH2:27][CH2:28][CH2:29][CH2:30][CH2:31][CH2:32][CH2:33][CH3:34])[C:6](=[O:25])[CH2:7][O:8][C:9]1[CH:14]=[CH:13][C:12]([CH2:15][C@H:16]([O:22][CH2:23][CH3:24])[C:17]([O:19]CC)=[O:18])=[CH:11][CH:10]=1.[Li+].[OH-].